From a dataset of Full USPTO retrosynthesis dataset with 1.9M reactions from patents (1976-2016). Predict the reactants needed to synthesize the given product. (1) Given the product [O:18]=[C:11]([CH2:10][N:1]1[CH2:5][CH2:4][CH2:3][C:2]1=[O:6])[CH2:12][C:13]([O:15][CH2:16][CH3:17])=[O:14], predict the reactants needed to synthesize it. The reactants are: [NH:1]1[CH2:5][CH2:4][CH2:3][C:2]1=[O:6].[H-].[Na+].Cl[CH2:10][C:11](=[O:18])[CH2:12][C:13]([O:15][CH2:16][CH3:17])=[O:14].C(O)(=O)C. (2) Given the product [ClH:31].[CH3:1][O:2][C:3]1[CH:4]=[C:5]2[C:10](=[CH:11][C:12]=1[O:13][CH3:14])[N:9]=[CH:8][CH:7]=[C:6]2[O:15][C:16]1[CH:22]=[CH:21][C:19]([NH:20][C:32]([NH:43][C:44]2[CH:48]=[C:47]([CH3:49])[O:46][N:45]=2)=[O:34])=[CH:18][C:17]=1[F:23], predict the reactants needed to synthesize it. The reactants are: [CH3:1][O:2][C:3]1[CH:4]=[C:5]2[C:10](=[CH:11][C:12]=1[O:13][CH3:14])[N:9]=[CH:8][CH:7]=[C:6]2[O:15][C:16]1[CH:22]=[CH:21][C:19]([NH2:20])=[CH:18][C:17]=1[F:23].C(N(CC)CC)C.[Cl:31][C:32](Cl)([O:34]C(=O)OC(Cl)(Cl)Cl)Cl.[NH2:43][C:44]1[CH:48]=[C:47]([CH3:49])[O:46][N:45]=1. (3) Given the product [CH2:54]([N:51]1[C:46]2=[N:47][C:48]([CH2:49][CH3:50])=[C:43]([CH2:42][NH:41][CH2:24][C:20]3[CH:19]=[C:18]([CH:23]=[CH:22][CH:21]=3)[C:16]([NH:15][CH2:14][C:10]3[CH:9]=[C:8]([C:5]4[CH:6]=[CH:7][C:2]([F:1])=[C:3]([CH2:26][N:27]5[CH2:32][CH2:31][NH:30][C@@H:29]([CH3:40])[CH2:28]5)[CH:4]=4)[CH:13]=[CH:12][CH:11]=3)=[O:17])[C:44]([NH:56][CH:57]3[CH2:58][CH2:59][O:60][CH2:61][CH2:62]3)=[C:45]2[CH:53]=[N:52]1)[CH3:55], predict the reactants needed to synthesize it. The reactants are: [F:1][C:2]1[CH:7]=[CH:6][C:5]([C:8]2[CH:13]=[CH:12][CH:11]=[C:10]([CH2:14][NH:15][C:16]([C:18]3[CH:23]=[CH:22][CH:21]=[C:20]([CH:24]=O)[CH:19]=3)=[O:17])[CH:9]=2)=[CH:4][C:3]=1[CH2:26][N:27]1[CH2:32][CH2:31][N:30](C(OC(C)(C)C)=O)[C@@H:29]([CH3:40])[CH2:28]1.[NH2:41][CH2:42][C:43]1[C:48]([CH2:49][CH3:50])=[N:47][C:46]2[N:51]([CH2:54][CH3:55])[N:52]=[CH:53][C:45]=2[C:44]=1[NH:56][CH:57]1[CH2:62][CH2:61][O:60][CH2:59][CH2:58]1.C(O[BH-](OC(=O)C)OC(=O)C)(=O)C.[Na+].Cl. (4) The reactants are: [F:1][C:2]([F:7])([F:6])[C:3]([OH:5])=[O:4].FC(F)(F)C(O)=O.[Cl:15][C:16]1[CH:17]=[N:18][C:19]2[NH:20][C:21]3[CH:22]=[CH:23][CH:24]=[C:25]([CH:38]=3)[CH2:26][CH2:27][C:28]3[CH:36]=[C:32]([NH:33][C:34]=1[N:35]=2)[CH:31]=[C:30]([NH2:37])[CH:29]=3.[CH3:39][C:40]1[O:44][N:43]=[C:42]([C:45](Cl)=[O:46])[CH:41]=1. Given the product [F:1][C:2]([F:7])([F:6])[C:3]([OH:5])=[O:4].[Cl:15][C:16]1[CH:17]=[N:18][C:19]2[NH:20][C:21]3[CH:22]=[CH:23][CH:24]=[C:25]([CH:38]=3)[CH2:26][CH2:27][C:28]3[CH:36]=[C:32]([NH:33][C:34]=1[N:35]=2)[CH:31]=[C:30]([NH:37][C:45]([C:42]1[CH:41]=[C:40]([CH3:39])[O:44][N:43]=1)=[O:46])[CH:29]=3, predict the reactants needed to synthesize it.